This data is from Peptide-MHC class II binding affinity with 134,281 pairs from IEDB. The task is: Regression. Given a peptide amino acid sequence and an MHC pseudo amino acid sequence, predict their binding affinity value. This is MHC class II binding data. (1) The peptide sequence is EDDLLNRNNTFKPFA. The MHC is DRB1_0802 with pseudo-sequence DRB1_0802. The binding affinity (normalized) is 0.106. (2) The peptide sequence is PDTTCSEIEEFRDRA. The MHC is HLA-DQA10101-DQB10501 with pseudo-sequence HLA-DQA10101-DQB10501. The binding affinity (normalized) is 0.371.